This data is from Peptide-MHC class I binding affinity with 185,985 pairs from IEDB/IMGT. The task is: Regression. Given a peptide amino acid sequence and an MHC pseudo amino acid sequence, predict their binding affinity value. This is MHC class I binding data. (1) The peptide sequence is ILMDSIFVST. The MHC is HLA-B07:02 with pseudo-sequence HLA-B07:02. The binding affinity (normalized) is 0. (2) The peptide sequence is LLSQYLSRV. The MHC is HLA-A02:01 with pseudo-sequence HLA-A02:01. The binding affinity (normalized) is 0.996. (3) The peptide sequence is GQFGSGWTW. The MHC is HLA-B07:02 with pseudo-sequence HLA-B07:02. The binding affinity (normalized) is 0.0847. (4) The peptide sequence is ETKGKRRLL. The MHC is HLA-B07:02 with pseudo-sequence HLA-B07:02. The binding affinity (normalized) is 0.0847. (5) The peptide sequence is SAPLPIHTA. The MHC is Patr-A0301 with pseudo-sequence Patr-A0301. The binding affinity (normalized) is 0. (6) The peptide sequence is LYSFALMLI. The MHC is HLA-A03:01 with pseudo-sequence HLA-A03:01. The binding affinity (normalized) is 0.213. (7) The peptide sequence is FMLNVSYLC. The MHC is HLA-A02:01 with pseudo-sequence HLA-A02:01. The binding affinity (normalized) is 0.357. (8) The peptide sequence is LVAEHRFENM. The MHC is HLA-A02:02 with pseudo-sequence HLA-A02:02. The binding affinity (normalized) is 0.295. (9) The peptide sequence is WMFRIRIIL. The MHC is HLA-A02:11 with pseudo-sequence HLA-A02:11. The binding affinity (normalized) is 0.936.